Dataset: Full USPTO retrosynthesis dataset with 1.9M reactions from patents (1976-2016). Task: Predict the reactants needed to synthesize the given product. (1) The reactants are: Cl[C:2]1[C:11]2[CH2:10][CH2:9][CH2:8][CH:7]([OH:12])[C:6]=2[N:5]=[C:4]([CH3:13])[CH:3]=1.[NH:14]1[CH2:18][CH2:17][CH2:16][C:15]1=O.[OH-].[Na+]. Given the product [CH3:13][C:4]1[CH:3]=[C:2]([N:14]2[CH2:18][CH2:17][CH2:16][CH2:15]2)[C:11]2[CH2:10][CH2:9][CH2:8][CH:7]([OH:12])[C:6]=2[N:5]=1, predict the reactants needed to synthesize it. (2) Given the product [C:1]1([CH3:11])[CH:2]=[CH:3][C:4]([S:7]([OH:10])(=[O:8])=[O:9])=[CH:5][CH:6]=1.[CH3:12][C:13]1[C:17]([C:18]2[CH:23]=[CH:22][CH:21]=[CH:20][CH:19]=2)=[C:16]([CH3:24])[N:15]([C:25]2[CH:30]=[CH:29][C:28]([CH2:31][CH2:32][NH:33][C:34]([NH:36][S:37]([C:40]3[CH:45]=[CH:44][C:43]([O:48][C:47]([F:60])([F:59])[F:46])=[CH:42][CH:41]=3)(=[O:38])=[O:39])=[O:35])=[CH:27][CH:26]=2)[N:14]=1, predict the reactants needed to synthesize it. The reactants are: [C:1]1([CH3:11])[CH:6]=[CH:5][C:4]([S:7]([OH:10])(=[O:9])=[O:8])=[CH:3][CH:2]=1.[CH3:12][C:13]1[C:17]([C:18]2[CH:23]=[CH:22][CH:21]=[CH:20][CH:19]=2)=[C:16]([CH3:24])[N:15]([C:25]2[CH:30]=[CH:29][C:28]([CH2:31][CH2:32][NH:33][C:34]([NH:36][S:37]([C:40]3[CH:45]=[CH:44][CH:43]=[CH:42][CH:41]=3)(=[O:39])=[O:38])=[O:35])=[CH:27][CH:26]=2)[N:14]=1.[F:46][C:47]([F:60])([F:59])[O:48]C1C=CC(S(N)(=O)=O)=CC=1. (3) Given the product [F:1][C:2]1[CH:25]=[C:24]([F:26])[CH:23]=[CH:22][C:3]=1[O:4][CH:5]1[CH2:10][CH2:9][N:8]([C:11]2[N:12]=[C:13]3[CH:21]=[CH:20][N:19]=[CH:18][C:14]3=[N:15][C:16]=2[NH:29][CH:30]([CH3:32])[CH3:31])[CH2:7][CH2:6]1, predict the reactants needed to synthesize it. The reactants are: [F:1][C:2]1[CH:25]=[C:24]([F:26])[CH:23]=[CH:22][C:3]=1[O:4][CH:5]1[CH2:10][CH2:9][N:8]([C:11]2[N:12]=[C:13]3[CH:21]=[CH:20][N:19]=[CH:18][C:14]3=[N:15][C:16]=2F)[CH2:7][CH2:6]1.C([N:29](C(C)C)[CH:30]([CH3:32])[CH3:31])C.CC(N)C. (4) Given the product [CH3:3][N:21]([C:18]([CH3:20])([CH3:19])[CH2:17][C:15]([O:14][C:9]1[CH:10]=[CH:11][CH:12]=[CH:13][C:8]=1[C:4]([CH3:5])([CH3:6])[CH3:7])=[O:16])[S:22]([C:25]([F:28])([F:26])[F:27])(=[O:24])=[O:23], predict the reactants needed to synthesize it. The reactants are: [N+](=[CH2:3])=[N-].[C:4]([C:8]1[CH:13]=[CH:12][CH:11]=[CH:10][C:9]=1[O:14][C:15]([CH2:17][C:18]([NH:21][S:22]([C:25]([F:28])([F:27])[F:26])(=[O:24])=[O:23])([CH3:20])[CH3:19])=[O:16])([CH3:7])([CH3:6])[CH3:5]. (5) Given the product [NH2:10][CH:11]1[CH2:12][N:13]([C:17]2[CH:18]=[CH:19][C:20]3[O:21][CH2:22][C:23](=[O:27])[NH:24][C:25]=3[N:26]=2)[C:14](=[O:16])[CH2:15]1, predict the reactants needed to synthesize it. The reactants are: C(OC(=O)[NH:10][CH:11]1[CH2:15][C:14](=[O:16])[N:13]([C:17]2[CH:18]=[CH:19][C:20]3[O:21][CH2:22][C:23](=[O:27])[NH:24][C:25]=3[N:26]=2)[CH2:12]1)C1C=CC=CC=1. (6) Given the product [CH3:24][O:23][C@H:3]1[C@H:2]([NH:1][CH2:36][C:34]2[CH:33]=[CH:32][C:29]3[O:30][CH2:31][C:26](=[O:25])[NH:27][C:28]=3[N:35]=2)[CH2:7][CH2:6][N:5]([CH2:8][CH2:9][N:10]2[C:19]3[C:14](=[CH:15][CH:16]=[C:17]([O:20][CH3:21])[CH:18]=3)[N:13]=[CH:12][C:11]2=[O:22])[CH2:4]1, predict the reactants needed to synthesize it. The reactants are: [NH2:1][C@@H:2]1[CH2:7][CH2:6][N:5]([CH2:8][CH2:9][N:10]2[C:19]3[C:14](=[CH:15][CH:16]=[C:17]([O:20][CH3:21])[CH:18]=3)[N:13]=[CH:12][C:11]2=[O:22])[CH2:4][C@H:3]1[O:23][CH3:24].[O:25]=[C:26]1[CH2:31][O:30][C:29]2[CH:32]=[CH:33][C:34]([CH:36]=O)=[N:35][C:28]=2[NH:27]1.C(O[BH-](OC(=O)C)OC(=O)C)(=O)C.[Na+]. (7) Given the product [CH3:1][S:2]([NH:14][CH2:13][C:12]1[CH:15]=[CH:16][C:17]([C:18]([O:20][CH3:21])=[O:19])=[C:10]([N+:7]([O-:9])=[O:8])[CH:11]=1)(=[O:4])=[O:3], predict the reactants needed to synthesize it. The reactants are: [CH3:1][S:2](Cl)(=[O:4])=[O:3].[Cl-].[N+:7]([C:10]1[CH:11]=[C:12]([CH:15]=[CH:16][C:17]=1[C:18]([O:20][CH3:21])=[O:19])[CH2:13][NH3+:14])([O-:9])=[O:8].C(N(CC)CC)C.